From a dataset of Catalyst prediction with 721,799 reactions and 888 catalyst types from USPTO. Predict which catalyst facilitates the given reaction. (1) Reactant: [N:1]1[CH:6]=[C:5](B(O)O)[CH:4]=[N:3][CH:2]=1.FC(F)(F)S(O[C:16]1[C@@:20]2([CH3:36])[CH2:21][CH2:22][C@H:23]3[C@H:32]([C@@H:19]2[CH2:18][CH:17]=1)[CH2:31][CH:30]=[C:29]1[C@:24]3([CH3:35])[CH2:25][CH2:26][C:27](=[O:34])[N:28]1[CH3:33])(=O)=O. Product: [CH3:33][N:28]1[C:29]2[C@@:24]([CH3:35])([C@H:23]3[CH2:22][CH2:21][C@@:20]4([CH3:36])[C@@H:19]([CH2:18][CH:17]=[C:16]4[C:5]4[CH:6]=[N:1][CH:2]=[N:3][CH:4]=4)[C@@H:32]3[CH2:31][CH:30]=2)[CH2:25][CH2:26][C:27]1=[O:34]. The catalyst class is: 516. (2) Reactant: [F:1][C:2]1[CH:14]=[CH:13][C:5]([CH2:6][N:7]2[CH2:12][CH2:11][NH:10][CH2:9][CH2:8]2)=[CH:4][CH:3]=1.[O:15]=[C:16]1[C:20]([C:27]2[CH:32]=[CH:31][CH:30]=[CH:29][CH:28]=2)([C:21]2[CH:26]=[CH:25][CH:24]=[CH:23][CH:22]=2)[CH2:19][CH2:18][N:17]1[CH2:33][C:34](O)=[O:35].C(N(C(C)C)CC)(C)C. Product: [F:1][C:2]1[CH:14]=[CH:13][C:5]([CH2:6][N:7]2[CH2:12][CH2:11][N:10]([C:34](=[O:35])[CH2:33][N:17]3[CH2:18][CH2:19][C:20]([C:21]4[CH:26]=[CH:25][CH:24]=[CH:23][CH:22]=4)([C:27]4[CH:32]=[CH:31][CH:30]=[CH:29][CH:28]=4)[C:16]3=[O:15])[CH2:9][CH2:8]2)=[CH:4][CH:3]=1. The catalyst class is: 4. (3) Reactant: [C:1]([O:5][C:6]([N:8]1[CH2:13][CH2:12][N:11]2[CH:14]=[C:15]([C:17](N(OC)C)=[O:18])[N:16]=[C:10]2[CH2:9]1)=[O:7])([CH3:4])([CH3:3])[CH3:2].[CH:23]1([Mg]Br)[CH2:25][CH2:24]1. Product: [C:1]([O:5][C:6]([N:8]1[CH2:13][CH2:12][N:11]2[CH:14]=[C:15]([C:17]([CH:23]3[CH2:25][CH2:24]3)=[O:18])[N:16]=[C:10]2[CH2:9]1)=[O:7])([CH3:2])([CH3:3])[CH3:4]. The catalyst class is: 7. (4) Reactant: [F:1][C:2]1[N:7]=[C:6]([N:8]2[CH2:13][CH2:12][NH:11][CH2:10][CH2:9]2)[CH:5]=[CH:4][CH:3]=1.[Br:14][CH2:15][CH2:16][CH2:17]Br.C(=O)([O-])[O-].[K+].[K+]. The catalyst class is: 9. Product: [Br:14][CH2:15][CH2:16][CH2:17][N:11]1[CH2:12][CH2:13][N:8]([C:6]2[CH:5]=[CH:4][CH:3]=[C:2]([F:1])[N:7]=2)[CH2:9][CH2:10]1. (5) Reactant: [F:1][C:2]([F:11])([F:10])[C:3]1[CH:8]=[CH:7][CH:6]=[CH:5][C:4]=1[OH:9].[C:12](O)([CH3:15])([CH3:14])[CH3:13].OS(O)(=O)=O.O. Product: [C:12]([C:7]1[CH:6]=[CH:5][C:4]([OH:9])=[C:3]([C:2]([F:10])([F:11])[F:1])[CH:8]=1)([CH3:15])([CH3:14])[CH3:13]. The catalyst class is: 67. (6) Reactant: C(OC([N:8]1[CH2:13][CH2:12][N:11]([C:14]([C:16]2[C:17]3[C:31](/[CH:32]=[CH:33]/[C:34]4[CH:35]=[C:36]5[C:40](=[CH:41][CH:42]=4)[CH2:39][N:38]([CH3:43])[C:37]5=[O:44])=[N:30][N:29](C4CCCCO4)[C:18]=3[N:19]=[C:20]([C:22]3[CH:27]=[CH:26][C:25]([OH:28])=[CH:24][CH:23]=3)[CH:21]=2)=[O:15])[CH2:10][CH2:9]1)=O)(C)(C)C.Cl.C(OCC)C. Product: [OH:28][C:25]1[CH:26]=[CH:27][C:22]([C:20]2[N:19]=[C:18]3[NH:29][N:30]=[C:31](/[CH:32]=[CH:33]/[C:34]4[CH:35]=[C:36]5[C:40]([CH2:39][N:38]([CH3:43])[C:37]5=[O:44])=[CH:41][CH:42]=4)[C:17]3=[C:16]([C:14]([N:11]3[CH2:10][CH2:9][NH:8][CH2:13][CH2:12]3)=[O:15])[CH:21]=2)=[CH:23][CH:24]=1. The catalyst class is: 71. (7) Reactant: O[Li].O.[CH3:4][C@@:5]1([C:21]([O:23]CC)=[O:22])[CH2:10][CH2:9][CH2:8][N:7]([C:11]([O:13][CH2:14][C:15]2[CH:20]=[CH:19][CH:18]=[CH:17][CH:16]=2)=[O:12])[CH2:6]1.Cl. Product: [CH2:14]([O:13][C:11]([N:7]1[CH2:8][CH2:9][CH2:10][C@@:5]([CH3:4])([C:21]([OH:23])=[O:22])[CH2:6]1)=[O:12])[C:15]1[CH:16]=[CH:17][CH:18]=[CH:19][CH:20]=1. The catalyst class is: 278.